This data is from Catalyst prediction with 721,799 reactions and 888 catalyst types from USPTO. The task is: Predict which catalyst facilitates the given reaction. The catalyst class is: 66. Product: [Cl:12][C:13]1[CH:18]=[CH:17][C:16]2[N:19]([CH2:2][CH2:3][N:4]3[CH2:9][CH2:8][N:7]([CH3:10])[CH2:6][CH2:5]3)[C:25]3[CH2:26][CH2:27][N:22]([CH3:21])[CH2:23][C:24]=3[C:15]=2[CH:14]=1. Reactant: Br[CH2:2][CH2:3][N:4]1[CH2:9][CH2:8][N:7]([CH3:10])[CH2:6][CH2:5]1.Cl.[Cl:12][C:13]1[CH:18]=[CH:17][C:16]([NH:19]N)=[CH:15][CH:14]=1.[CH3:21][N:22]1[CH2:27][CH2:26][C:25](=O)[CH2:24][CH2:23]1.